This data is from Reaction yield outcomes from USPTO patents with 853,638 reactions. The task is: Predict the reaction yield, written as a fraction of the theoretical maximum amount of product (1.0 means a 100% yield; for example, 0.34 means a 34% yield). The reactants are Br[C:2]1[CH:3]=[C:4]([C:27]#[N:28])[C:5]([N:11]2[CH2:16][CH2:15][N:14]([C:17]([O:19][C:20]([CH3:23])([CH3:22])[CH3:21])=[O:18])[C@H:13]([CH:24]3[CH2:26][CH2:25]3)[CH2:12]2)=[N:6][C:7]=1[CH:8]1[CH2:10][CH2:9]1.[Cl:29][C:30]1[CH:35]=[C:34]([NH2:36])[CH:33]=[CH:32][N:31]=1.C1C=CC(P(C2C(C3C(P(C4C=CC=CC=4)C4C=CC=CC=4)=CC=C4C=3C=CC=C4)=C3C(C=CC=C3)=CC=2)C2C=CC=CC=2)=CC=1.C([O-])([O-])=O.[Cs+].[Cs+]. The catalyst is O1CCOCC1.CC([O-])=O.CC([O-])=O.[Pd+2]. The yield is 0.662. The product is [C:20]([O:19][C:17]([N:14]1[CH2:15][CH2:16][N:11]([C:5]2[C:4]([C:27]#[N:28])=[CH:3][C:2]([NH:36][C:34]3[CH:33]=[CH:32][N:31]=[C:30]([Cl:29])[CH:35]=3)=[C:7]([CH:8]3[CH2:10][CH2:9]3)[N:6]=2)[CH2:12][C@H:13]1[CH:24]1[CH2:26][CH2:25]1)=[O:18])([CH3:23])([CH3:22])[CH3:21].